This data is from Full USPTO retrosynthesis dataset with 1.9M reactions from patents (1976-2016). The task is: Predict the reactants needed to synthesize the given product. (1) Given the product [C:16]([C:20]1[CH:21]=[CH:22][C:23]([C:26]2[O:30][N:29]=[C:28]([C:31]([N:10]3[CH2:9][C@H:8]([CH2:11][CH:12]([CH3:14])[CH3:13])[NH:7][C:6](=[O:15])[C@@H:5]3[CH2:1][CH:2]([CH3:4])[CH3:3])=[O:32])[CH:27]=2)=[CH:24][CH:25]=1)([CH3:19])([CH3:17])[CH3:18], predict the reactants needed to synthesize it. The reactants are: [CH2:1]([C@@H:5]1[NH:10][CH2:9][C@H:8]([CH2:11][CH:12]([CH3:14])[CH3:13])[NH:7][C:6]1=[O:15])[CH:2]([CH3:4])[CH3:3].[C:16]([C:20]1[CH:25]=[CH:24][C:23]([C:26]2[O:30][N:29]=[C:28]([C:31](O)=[O:32])[CH:27]=2)=[CH:22][CH:21]=1)([CH3:19])([CH3:18])[CH3:17].C([C@@H]1N(C(=O)/C=C/C2C=CC=CC=2)C[C@H](CC(C)C)NC1=O)C(C)C. (2) Given the product [CH3:62][O:80][C:48]([C:19]1[CH:20]=[CH:21][C:4]2[C@:3]3([CH2:1][CH3:2])[CH2:13][CH2:12][C@:11]([OH:17])([CH2:14][CH2:15][CH3:16])[CH2:10][C@@H:9]3[CH2:8][CH2:7][CH2:6][C:5]=2[CH:18]=1)=[O:51].[CH3:62][O:80][C:19]([C:48]1[CH:49]=[CH:50][C:33]2[C@@:32]3([CH2:30][CH3:31])[CH2:42][CH2:41][C@@:40]([OH:46])([CH2:43][CH2:44][CH3:45])[CH2:39][C@H:38]3[CH2:37][CH2:36][CH2:35][C:34]=2[CH:47]=1)=[O:22], predict the reactants needed to synthesize it. The reactants are: [CH2:1]([C@@:3]12[CH2:13][CH2:12][C@:11]([OH:17])([CH2:14][CH2:15][CH3:16])[CH2:10][C@@H:9]1[CH2:8][CH2:7][CH2:6][C:5]1[CH:18]=[C:19]([O:22]S(C(F)(F)F)(=O)=O)[CH:20]=[CH:21][C:4]2=1)[CH3:2].[CH2:30]([C@:32]12[CH2:42][CH2:41][C@@:40]([OH:46])([CH2:43][CH2:44][CH3:45])[CH2:39][C@H:38]1[CH2:37][CH2:36][CH2:35][C:34]1[CH:47]=[C:48]([O:51]S(C(F)(F)F)(=O)=O)[CH:49]=[CH:50][C:33]2=1)[CH3:31].CC1(C)C2C(=C(P(C3C=CC=CC=3)C3C=CC=CC=3)C=CC=2)[O:80][C:62]2C(P(C3C=CC=CC=3)C3C=CC=CC=3)=CC=CC1=2.CO.